Predict the product of the given reaction. From a dataset of Forward reaction prediction with 1.9M reactions from USPTO patents (1976-2016). Given the reactants [CH3:1][C:2]1[C:7]([O:8][C:9]2[CH:14]=[CH:13][N:12]=[C:11]([NH:15][C:16]3[CH:21]=[CH:20][CH:19]=[C:18]([CH2:22][N:23]4[CH2:28][CH2:27][NH:26][CH2:25][CH2:24]4)[CH:17]=3)[CH:10]=2)=[CH:6][CH:5]=[C:4]([CH3:29])[N:3]=1.[N:30]1([C:35]2[C:40]([S:41](Cl)(=[O:43])=[O:42])=[CH:39][CH:38]=[CH:37][N:36]=2)[CH:34]=[N:33][CH:32]=[N:31]1.CCN(C(C)C)C(C)C, predict the reaction product. The product is: [CH3:1][C:2]1[C:7]([O:8][C:9]2[CH:14]=[CH:13][N:12]=[C:11]([NH:15][C:16]3[CH:21]=[CH:20][CH:19]=[C:18]([CH2:22][N:23]4[CH2:28][CH2:27][N:26]([S:41]([C:40]5[C:35]([N:30]6[CH:34]=[N:33][CH:32]=[N:31]6)=[N:36][CH:37]=[CH:38][CH:39]=5)(=[O:43])=[O:42])[CH2:25][CH2:24]4)[CH:17]=3)[CH:10]=2)=[CH:6][CH:5]=[C:4]([CH3:29])[N:3]=1.